Dataset: Full USPTO retrosynthesis dataset with 1.9M reactions from patents (1976-2016). Task: Predict the reactants needed to synthesize the given product. Given the product [CH3:2][C:1]1[S:4][C:6]([C:7]([OH:9])=[O:8])=[C:12]([C:13]2[CH:18]=[CH:17][CH:16]=[CH:15][CH:14]=2)[N:3]=1, predict the reactants needed to synthesize it. The reactants are: [C:1](=[S:4])([NH2:3])[CH3:2].Cl[CH:6]([C:12](=O)[C:13]1[CH:18]=[CH:17][CH:16]=[CH:15][CH:14]=1)[C:7]([O:9]CC)=[O:8].[OH-].[Na+].Cl.